Dataset: Reaction yield outcomes from USPTO patents with 853,638 reactions. Task: Predict the reaction yield, written as a fraction of the theoretical maximum amount of product (1.0 means a 100% yield; for example, 0.34 means a 34% yield). (1) The reactants are [CH2:1]([O:3][C:4]([CH2:6][CH2:7][CH2:8][N:9]1[C:13](/[CH:14]=[C:15]2\[CH2:16][N:17]([C:22]([C:35]3[CH:40]=[CH:39][CH:38]=[CH:37][CH:36]=3)([C:29]3[CH:34]=[CH:33][CH:32]=[CH:31][CH:30]=3)[C:23]3[CH:28]=[CH:27][CH:26]=[CH:25][CH:24]=3)[CH2:18][CH2:19][C:20]\2=[O:21])=[CH:12][N:11]=[N:10]1)=[O:5])[CH3:2].ClCCl.[BH4-].[Na+].[Cl-].[NH4+]. The catalyst is C(O)C. The product is [CH2:1]([O:3][C:4]([CH2:6][CH2:7][CH2:8][N:9]1[C:13](/[CH:14]=[C:15]2\[CH2:16][N:17]([C:22]([C:35]3[CH:36]=[CH:37][CH:38]=[CH:39][CH:40]=3)([C:29]3[CH:30]=[CH:31][CH:32]=[CH:33][CH:34]=3)[C:23]3[CH:24]=[CH:25][CH:26]=[CH:27][CH:28]=3)[CH2:18][CH2:19][CH:20]\2[OH:21])=[CH:12][N:11]=[N:10]1)=[O:5])[CH3:2]. The yield is 1.00. (2) The catalyst is [Pd]. The reactants are [OH:1][C@H:2]1[CH2:7][CH2:6][C@H:5]([N:8]2[CH2:12][CH2:11][C:10]3([CH2:17][CH2:16][CH2:15][N:14]([C:18]4[CH:23]=[CH:22][C:21]([N+:24]([O-])=O)=[CH:20][CH:19]=4)[CH2:13]3)[C:9]2=[O:27])[CH2:4][CH2:3]1.CO. The product is [NH2:24][C:21]1[CH:22]=[CH:23][C:18]([N:14]2[CH2:15][CH2:16][CH2:17][C:10]3([C:9](=[O:27])[N:8]([C@H:5]4[CH2:4][CH2:3][C@H:2]([OH:1])[CH2:7][CH2:6]4)[CH2:12][CH2:11]3)[CH2:13]2)=[CH:19][CH:20]=1. The yield is 1.00.